Predict the product of the given reaction. From a dataset of Forward reaction prediction with 1.9M reactions from USPTO patents (1976-2016). Given the reactants C(N(C(C)C)CC)(C)C.[CH:10]1([NH2:13])[CH2:12][CH2:11]1.[Br:14][C:15]1[N:16]=[C:17](Br)[C:18]2[N:19]([CH:21]=[CH:22][N:23]=2)[CH:20]=1, predict the reaction product. The product is: [Br:14][C:15]1[N:16]=[C:17]([NH:13][CH:10]2[CH2:12][CH2:11]2)[C:18]2[N:19]([CH:21]=[CH:22][N:23]=2)[CH:20]=1.